From a dataset of Full USPTO retrosynthesis dataset with 1.9M reactions from patents (1976-2016). Predict the reactants needed to synthesize the given product. (1) Given the product [NH2:1][C:2]1[C:3]([C:13]([OH:14])=[O:16])=[N:4][C:5]([Br:9])=[CH:6][C:7]=1[Br:8], predict the reactants needed to synthesize it. The reactants are: [NH2:1][C:2]1[C:3](C#N)=[N:4][C:5]([Br:9])=[CH:6][C:7]=1[Br:8].O.[C:13](=[O:16])(O)[O-:14].[Na+]. (2) Given the product [Cl:16][C:4]1[C:5](=[O:15])[N:6]([C:9]2[CH:14]=[CH:13][CH:12]=[CH:11][CH:10]=2)[N:7]([CH3:8])[C:3]=1[CH2:2][N:26]1[CH2:27][CH2:28][N:23]([C:20]2[CH:21]=[CH:22][C:17]([CH3:29])=[CH:18][CH:19]=2)[CH2:24][CH2:25]1, predict the reactants needed to synthesize it. The reactants are: Br[CH2:2][C:3]1[N:7]([CH3:8])[N:6]([C:9]2[CH:14]=[CH:13][CH:12]=[CH:11][CH:10]=2)[C:5](=[O:15])[C:4]=1[Cl:16].[C:17]1([CH3:29])[CH:22]=[CH:21][C:20]([N:23]2[CH2:28][CH2:27][NH:26][CH2:25][CH2:24]2)=[CH:19][CH:18]=1. (3) Given the product [CH2:1]([O:21][C:12]1[CH:13]=[CH:14][CH:15]=[C:16]2[C:11]=1[N:10]=[C:9]([CH3:19])[CH:18]=[CH:17]2)[CH3:2], predict the reactants needed to synthesize it. The reactants are: [CH2:1](I)[CH3:2].BrC(C)C.C[C:9]1([CH3:19])[CH:18]=[CH:17][C:16]2[C:11](=[CH:12][CH:13]=[CH:14][CH:15]=2)[NH:10]1.C([O-])([O-])=[O:21].[K+].[K+]. (4) Given the product [CH3:35][C:34]1([CH3:36])[C:30]([CH3:29])([CH3:44])[O:31][B:32]([C:37]2[CH:42]=[CH:41][C:40]([O:28][CH2:27][CH2:26][N:23]3[CH2:24][CH2:25][O:20][CH2:21][CH2:22]3)=[CH:39][CH:38]=2)[O:33]1, predict the reactants needed to synthesize it. The reactants are: C1(P(C2C=CC=CC=2)C2C=CC=CC=2)C=CC=CC=1.[O:20]1[CH2:25][CH2:24][N:23]([CH2:26][CH2:27][OH:28])[CH2:22][CH2:21]1.[CH3:29][C:30]1([CH3:44])[C:34]([CH3:36])([CH3:35])[O:33][B:32]([C:37]2[CH:42]=[CH:41][C:40](O)=[CH:39][CH:38]=2)[O:31]1.N(C(N1CCCCC1)=O)=NC(N1CCCCC1)=O. (5) The reactants are: [Cl:1][C:2]1[CH:7]=[CH:6][C:5]([N:8]=[C:9]=[S:10])=[CH:4][CH:3]=1.Cl.[O-:12][Mn](=O)(=O)=O.[K+].[CH3:18][N:19]=[C:20]=[O:21]. Given the product [Cl:1][C:2]1[CH:7]=[CH:6][C:5]([N:8]2[C:9](=[O:12])[S:10][N:19]([CH3:18])[C:20]2=[O:21])=[CH:4][CH:3]=1, predict the reactants needed to synthesize it.